Predict the reactants needed to synthesize the given product. From a dataset of Full USPTO retrosynthesis dataset with 1.9M reactions from patents (1976-2016). (1) Given the product [Cl:13][C:14]1[CH:15]=[C:16]([S:20]([NH:1][C:2]2[CH:11]=[CH:10][C:5]([C:6]([O:8][CH3:9])=[O:7])=[C:4]([OH:12])[CH:3]=2)(=[O:22])=[O:21])[CH:17]=[CH:18][CH:19]=1, predict the reactants needed to synthesize it. The reactants are: [NH2:1][C:2]1[CH:3]=[C:4]([OH:12])[C:5](=[CH:10][CH:11]=1)[C:6]([O:8][CH3:9])=[O:7].[Cl:13][C:14]1[CH:15]=[C:16]([S:20](Cl)(=[O:22])=[O:21])[CH:17]=[CH:18][CH:19]=1. (2) The reactants are: [O:1]([CH2:8][CH:9]1[CH2:14][CH2:13][C:12](=O)[CH2:11][CH2:10]1)[C:2]1[CH:7]=[CH:6][CH:5]=[CH:4][CH:3]=1.C(N)CN.[N+:20]([CH3:23])([O-:22])=[O:21]. Given the product [N+:20]([CH2:23][C:12]1[CH2:13][CH2:14][CH:9]([CH2:8][O:1][C:2]2[CH:7]=[CH:6][CH:5]=[CH:4][CH:3]=2)[CH2:10][CH:11]=1)([O-:22])=[O:21], predict the reactants needed to synthesize it. (3) Given the product [O:20]1[C:19]2[CH:18]=[CH:17][C:15]([NH:16][C:2]3[C:7]([N+:8]([O-:10])=[O:9])=[CH:6][CH:5]=[CH:4][N:3]=3)=[CH:14][C:13]=2[O:12][CH2:11]1, predict the reactants needed to synthesize it. The reactants are: Cl[C:2]1[C:7]([N+:8]([O-:10])=[O:9])=[CH:6][CH:5]=[CH:4][N:3]=1.[CH2:11]1[O:20][C:19]2[CH:18]=[CH:17][C:15]([NH2:16])=[CH:14][C:13]=2[O:12]1.C([O-])(=O)C.[Na+]. (4) Given the product [OH:10][C:5]1[CH:6]=[CH:7][C:8]([C:11](=[O:14])[CH2:12][CH3:13])=[CH:9][C:4]=1[CH:1]([CH3:3])[CH3:2], predict the reactants needed to synthesize it. The reactants are: [CH:1]([C:4]1[CH:9]=[CH:8][CH:7]=[CH:6][C:5]=1[OH:10])([CH3:3])[CH3:2].[C:11](Cl)(=[O:14])[CH2:12][CH3:13].